Dataset: Aqueous solubility values for 9,982 compounds from the AqSolDB database. Task: Regression/Classification. Given a drug SMILES string, predict its absorption, distribution, metabolism, or excretion properties. Task type varies by dataset: regression for continuous measurements (e.g., permeability, clearance, half-life) or binary classification for categorical outcomes (e.g., BBB penetration, CYP inhibition). For this dataset (solubility_aqsoldb), we predict Y. (1) The drug is CC1CCC(C(C)C)CC1. The Y is -5.35 log mol/L. (2) The Y is -5.80 log mol/L. The molecule is Clc1cccc(-c2cccc(Cl)c2)c1. (3) The compound is CC(C(=O)O)C(=O)O. The Y is 0.760 log mol/L. (4) The Y is -3.22 log mol/L. The drug is O=C(O)c1cccc(C(=O)O)c1.